From a dataset of Experimentally validated miRNA-target interactions with 360,000+ pairs, plus equal number of negative samples. Binary Classification. Given a miRNA mature sequence and a target amino acid sequence, predict their likelihood of interaction. (1) The miRNA is hsa-miR-200a-3p with sequence UAACACUGUCUGGUAACGAUGU. The protein sequence of the target gene is MSSILPFTPPIVKRLLGWKKGEQNGQEEKWCEKAVKSLVKKLKKTGQLDELEKAITTQNVNTKCITIPRSLDGRLQVSHRKGLPHVIYCRLWRWPDLHSHHELRAMELCEFAFNMKKDEVCVNPYHYQRVETPVLPPVLVPRHTEIPAEFPPLDDYSHSIPENTNFPAGIEPQSNIPETPPPGYLSEDGETSDHQMNHSMDAGSPNLSPNPMSPAHNNLDLQPVTYCEPAFWCSISYYELNQRVGETFHASQPSMTVDGFTDPSNSERFCLGLLSNVNRNAAVELTRRHIGRGVRLYYIG.... Result: 1 (interaction). (2) The miRNA is hsa-miR-527 with sequence CUGCAAAGGGAAGCCCUUUC. The protein sequence of the target gene is MTNMSWSFLTRLLEEIHNHSTFVGKVWLTVLVVFRIVLTAVGGEAIYSDEQAKFTCNTRQPGCDNVCYDAFAPLSHVRFWVFQIVVISTPSVMYLGYAVHRLARASEQERRRALRRRPGPRRAPRAHLPPPHAGWPEPADLGEEEPMLGLGEEEEEEETGAAEGAGEEAEEAGAEEACTKAVGADGKAAGTPGPTGQHDGRRRIQREGLMRVYVAQLVARAAFEVAFLVGQYLLYGFEVRPFFPCSRQPCPHVVDCFVSRPTEKTVFLLVMYVVSCLCLLLNLCEMAHLGLGSAQDAVRG.... Result: 0 (no interaction). (3) The miRNA is mmu-miR-146b-5p with sequence UGAGAACUGAAUUCCAUAGGCU. The protein sequence of the target gene is MEALGPGPPASLFQPPRRPGLGTVGKPIRLLANHFQVQIPKIDVYHYDVDIKPEKRPRRVNREVVDTMVRHFKMQIFGDRQPGYDGKRNMYTAHPLPIGRDRVDMEVTLPGEGKDQTFKVSVQWVSVVSLQLLLEALAGHLNEVPDDSVQALDVITRHLPSMRYTPVGRSFFSPPEGYYHPLGGGREVWFGFHQSVRPAMWNMMLNIDVSATAFYRAQPIIEFMCEVLDIQNINEQTKPLTDSQRVKFTKEIRGLKVEVTHCGQMKRKYRVCNVTRRPASHQTFPLQLENGQAMECTVAQ.... Result: 0 (no interaction). (4) The miRNA is hsa-miR-7-1-3p with sequence CAACAAAUCACAGUCUGCCAUA. The protein sequence of the target gene is MREPALAASAMAYHPFHAPRPADFPMSAFLAAAQPSFFPALALPPGALGKPLPDPGLAGAAAAAAAAAAAAEAGLHVSALGPHPPAAHLRSLKSLEPEDEVEDDPKVTLEAKELWDQFHKLGTEMVITKSGRRMFPPFKVRVSGLDKKAKYILLMDIVAADDCRYKFHNSRWMVAGKADPEMPKRMYIHPDSPATGEQWMAKPVAFHKLKLTNNISDKHGFTILNSMHKYQPRFHIVRANDILKLPYSTFRTYVFPETDFIAVTAYQNDKITQLKIDNNPFAKGFRDTGNGRREKRKQLT.... Result: 0 (no interaction). (5) The miRNA is dre-miR-92a-3p with sequence UAUUGCACUUGUCCCGGCCUGU. The protein sequence of the target gene is MSESSSDSDSSCGWTVINHEGSDIEIVNSATASDNCGLTLECSLVEQEELPVLYVGHGGEESSANNTSSVGETMLSSMRETKSAAEVEEAPSPEDNVYFGTTSDDSDIVTLEPPKLEEMGNQEVTIQEAPSSDDLNMGSSSSSQYAFCQPEPVFSSQPSDEESSSDDTSHEPSPAPRRRRNRKKTVSISESEEPPLAEPEDEPSKEPSKRHFSRGLNKCVILALVIAVSMGFGHFYGTIQIQKQLVRKTHEDELDGVKGYLSQRKQEQESFLDFKSLKENLERCWTVTESEKITFETQKK.... Result: 0 (no interaction). (6) The miRNA is hsa-miR-200c-3p with sequence UAAUACUGCCGGGUAAUGAUGGA. The protein sequence of the target gene is MAGDRNRHCELEQEKYDTHENVKIICLGDSAVGKSKLMERFLMDGFQPQQLSTYALTLYKHTATVDGKTILVDFWDTAGQERFQSMHASYYHKAHACIMVFDVQRKITYKNLGTWYAELREFRPEIPCILVANKIDADIQMTQKNFSFAKKFSLPLYFVSAADGTNVVKLFNDAIRLAVAYKESSQDFMDEVLQELENFKLEQKEEDTSGQEQSDTTKSPSPS. Result: 0 (no interaction). (7) The miRNA is hsa-miR-1296-3p with sequence GAGUGGGGCUUCGACCCUAACC. The protein sequence of the target gene is MAAQPLRHRSRCATPPRGDFCGGTERAIDQASFTTSMEWDTQVVKGSSPLGPAGLGAEEPAAGPQLPSWLQPERCAVFQCAQCHAVLADSVHLAWDLSRSLGAVVFSRVTNNVVLEAPFLVGIEGSLKGSTYNLLFCGSCGIPVGFHLYSTHAALAALRGHFCLSSDKMVCYLLKTKAIVNASEMDIQNVPLSEKIAELKEKIVLTHNRLKSLMKILSEVTPDQSKPEN. Result: 1 (interaction). (8) The miRNA is mmu-miR-24-3p with sequence UGGCUCAGUUCAGCAGGAACAG. The protein sequence of the target gene is MGVEIETISPGDGRTFPKKGQICVVHYTGMLQNGKKFDSSRDRNKPFKFRIGKQEVIKGFEEGTAQMSLGQRAKLTCTPDVAYGATGHPGVIPPNATLIFDVELLSLE. Result: 1 (interaction).